This data is from Full USPTO retrosynthesis dataset with 1.9M reactions from patents (1976-2016). The task is: Predict the reactants needed to synthesize the given product. (1) Given the product [CH3:1][O:2][C:3]1[CH:4]=[C:5]2[C:6](=[CH:7][CH:8]=1)[C:9]([OH:17])=[C:10]([C:11]1[CH:16]=[CH:15][CH:14]=[CH:13][CH:12]=1)[C:19]([CH2:20][CH:21]([CH3:23])[CH3:22])=[CH:18]2, predict the reactants needed to synthesize it. The reactants are: [CH3:1][O:2][C:3]1[CH:8]=[CH:7][C:6]([C:9](=[O:17])[CH2:10][C:11]2[CH:16]=[CH:15][CH:14]=[CH:13][CH:12]=2)=[C:5]([C:18]#[C:19][CH2:20][CH:21]([CH3:23])[CH3:22])[CH:4]=1.C[Si]([N-][Si](C)(C)C)(C)C.[K+]. (2) Given the product [N+:29]([O-:59])([O:31][C@H:32]1[CH:49]2[C@:44]([CH3:50])([CH2:45][CH2:46][CH2:47][CH2:48]2)[C@@H:43]2[C@H:34]([C@H:35]3[C@@:39]([CH2:41][CH2:42]2)([CH3:40])[C:38]24[O:51][CH2:52][CH2:53][O:54][C:37]2([O:58][CH2:57][CH2:56][O:55]4)[CH2:36]3)[CH2:33]1)=[O:30], predict the reactants needed to synthesize it. The reactants are: C1COC23OCCOC2([C@]2(CC[C@H]4[C@@H](C[C@@H](O)C5[C@]4(C)CCCC5)[C@@H]2C3)C)O1.[N+:29]([O-:59])([O:31][C@@H:32]1[CH:49]2[C@:44]([CH3:50])([CH2:45][CH2:46][CH2:47][CH2:48]2)[C@@H:43]2[C@H:34]([C@H:35]3[C@@:39]([CH2:41][CH2:42]2)([CH3:40])[C:38]24[O:55][CH2:56][CH2:57][O:58][C:37]2([O:54][CH2:53][CH2:52][O:51]4)[CH2:36]3)[CH2:33]1)=[O:30]. (3) The reactants are: [CH3:1][C:2]1[O:6][C:5]([C:7]2[CH:12]=[CH:11][CH:10]=[CH:9][C:8]=2[N+:13]([O-])=O)=[N:4][C:3]=1[C:16]([N:18]([CH2:26][C:27]([OH:29])=[O:28])[CH2:19][C:20]1[CH:25]=[CH:24][CH:23]=[CH:22][N:21]=1)=[O:17].C.O.NN. Given the product [NH2:13][C:8]1[CH:9]=[CH:10][CH:11]=[CH:12][C:7]=1[C:5]1[O:6][C:2]([CH3:1])=[C:3]([C:16]([N:18]([CH2:26][C:27]([OH:29])=[O:28])[CH2:19][C:20]2[CH:25]=[CH:24][CH:23]=[CH:22][N:21]=2)=[O:17])[N:4]=1, predict the reactants needed to synthesize it. (4) The reactants are: CCCP(=O)=O.[Cl:7][C:8]1[CH:13]=[CH:12][C:11]([CH:14]2[CH2:19][CH2:18][CH2:17][N:16]([C:20]([C:22]3[C:23]([NH:28]C(=O)OC(C)(C)C)=[N:24][N:25]([CH3:27])[CH:26]=3)=[O:21])[CH2:15]2)=[C:10]([C:36]([F:39])([F:38])[F:37])[CH:9]=1.Cl.ClC1C=CC(C2CCCNC2)=C(C(F)(F)F)C=1.C(N(CC)CC)C.Cl. Given the product [Cl:7][C:8]1[CH:13]=[CH:12][C:11]([CH:14]2[CH2:19][CH2:18][CH2:17][N:16]([C:20]([C:22]3[C:23]([NH2:28])=[N:24][N:25]([CH3:27])[CH:26]=3)=[O:21])[CH2:15]2)=[C:10]([C:36]([F:39])([F:37])[F:38])[CH:9]=1, predict the reactants needed to synthesize it. (5) Given the product [Cl:8][C:6]1[C:5]([C:9]#[N:10])=[CH:4][N:3]=[C:2]([NH:11][C@@H:12]2[C:17]([F:19])([F:18])[CH2:16][CH2:15][CH2:14][C@@H:13]2[NH:20][C:21](=[O:27])[O:22][C:23]([CH3:25])([CH3:24])[CH3:26])[N:7]=1.[Cl:1][C:2]1[N:7]=[C:6]([NH:11][C@@H:12]2[C:17]([F:19])([F:18])[CH2:16][CH2:15][CH2:14][C@@H:13]2[NH:20][C:21](=[O:27])[O:22][C:23]([CH3:25])([CH3:24])[CH3:26])[C:5]([C:9]#[N:10])=[CH:4][N:3]=1, predict the reactants needed to synthesize it. The reactants are: [Cl:1][C:2]1[N:7]=[C:6]([Cl:8])[C:5]([C:9]#[N:10])=[CH:4][N:3]=1.[NH2:11][C@@H:12]1[C:17]([F:19])([F:18])[CH2:16][CH2:15][CH2:14][C@@H:13]1[NH:20][C:21](=[O:27])[O:22][C:23]([CH3:26])([CH3:25])[CH3:24].CCN(C(C)C)C(C)C. (6) Given the product [CH2:1]([O:8][C:9]1[C:14]2[NH:15][C:16](=[O:21])[C:17]([CH3:20])([CH3:19])[O:18][C:13]=2[C:12]([CH:22]([OH:28])[CH:23]=[N:41][C:38]([CH3:39])([CH3:40])[CH2:37][C:34]2[CH:35]=[CH:36][C:31]([O:30][CH3:29])=[CH:32][CH:33]=2)=[CH:11][CH:10]=1)[C:2]1[CH:3]=[CH:4][CH:5]=[CH:6][CH:7]=1, predict the reactants needed to synthesize it. The reactants are: [CH2:1]([O:8][C:9]1[C:14]2[NH:15][C:16](=[O:21])[C:17]([CH3:20])([CH3:19])[O:18][C:13]=2[C:12]([C:22](=[O:28])[CH:23](OCC)O)=[CH:11][CH:10]=1)[C:2]1[CH:7]=[CH:6][CH:5]=[CH:4][CH:3]=1.[CH3:29][O:30][C:31]1[CH:36]=[CH:35][C:34]([CH2:37][C:38]([NH2:41])([CH3:40])[CH3:39])=[CH:33][CH:32]=1.